Dataset: Catalyst prediction with 721,799 reactions and 888 catalyst types from USPTO. Task: Predict which catalyst facilitates the given reaction. (1) Reactant: [F:1][C:2]1[C:7]([O:8][CH3:9])=[CH:6][CH:5]=[CH:4][C:3]=1[NH:10][C:11]1[N:19]=[CH:18][CH:17]=[CH:16][C:12]=1[C:13]([OH:15])=O.Cl.[NH2:21][C:22]([CH3:27])([CH2:25][CH3:26])[C:23]#[CH:24].C1C=CC2N(O)N=NC=2C=1.CCN=C=NCCCN(C)C.CCN(C(C)C)C(C)C. Product: [F:1][C:2]1[C:7]([O:8][CH3:9])=[CH:6][CH:5]=[CH:4][C:3]=1[NH:10][C:11]1[N:19]=[CH:18][CH:17]=[CH:16][C:12]=1[C:13]([NH:21][C:22]([CH3:27])([CH2:25][CH3:26])[C:23]#[CH:24])=[O:15]. The catalyst class is: 2. (2) Reactant: [CH2:1]([C:8]1[CH:9]=[C:10]([N:18]2[CH:22]=[CH:21][N:20]([C:23]3[CH:28]=[CH:27][C:26]([O:29][C:30]4[CH:35]=[CH:34][CH:33]=[CH:32][CH:31]=4)=[CH:25][CH:24]=3)[C:19]2=[O:36])[CH:11]=[CH:12][C:13]=1[O:14][CH2:15][CH2:16]Br)[C:2]1[CH:7]=[CH:6][CH:5]=[CH:4][CH:3]=1.[NH:37]1[CH2:41][CH2:40][CH2:39][CH2:38]1.[I-].[Na+]. Product: [CH2:1]([C:8]1[CH:9]=[C:10]([N:18]2[CH:22]=[CH:21][N:20]([C:23]3[CH:28]=[CH:27][C:26]([O:29][C:30]4[CH:35]=[CH:34][CH:33]=[CH:32][CH:31]=4)=[CH:25][CH:24]=3)[C:19]2=[O:36])[CH:11]=[CH:12][C:13]=1[O:14][CH2:15][CH2:16][N:37]1[CH2:41][CH2:40][CH2:39][CH2:38]1)[C:2]1[CH:7]=[CH:6][CH:5]=[CH:4][CH:3]=1. The catalyst class is: 10. (3) Reactant: C([O-])(=O)C.[NH4+:5].[I-].[Cl:7][C:8]1[CH:13]=[CH:12][C:11]([NH:14][C:15](=[O:41])[NH:16][C@H:17]([C:35]2[CH:40]=[CH:39][CH:38]=[CH:37][CH:36]=2)[C:18]([NH:20][C:21]2[CH:26]=[CH:25][C:24]([N+:27]3[CH2:28][CH2:29][CH2:30][C:31]=3SC)=[C:23]([CH3:34])[CH:22]=2)=[O:19])=[CH:10][CH:9]=1. Product: [Cl:7][C:8]1[CH:13]=[CH:12][C:11]([NH:14][C:15](=[O:41])[NH:16][C@H:17]([C:35]2[CH:40]=[CH:39][CH:38]=[CH:37][CH:36]=2)[C:18]([NH:20][C:21]2[CH:26]=[CH:25][C:24]([N:27]3[CH2:28][CH2:29][CH2:30][C:31]3=[NH:5])=[C:23]([CH3:34])[CH:22]=2)=[O:19])=[CH:10][CH:9]=1. The catalyst class is: 8. (4) Reactant: [CH:1]([NH:4][C:5]1[C:10]2[C:11]([C:33]3[CH:38]=[CH:37][N:36]=[CH:35][N:34]=3)=[N:12][N:13](C(C3C=CC=CC=3)(C3C=CC=CC=3)C3C=CC=CC=3)[C:9]=2[CH:8]=[CH:7][N:6]=1)([CH3:3])[CH3:2].ClC1N=CN=C(C2C3C(NC(C)C)=NC=CC=3N(C(C3C=CC=CC=3)(C3C=CC=CC=3)C3C=CC=CC=3)N=2)C=1.[NH4+].[OH-]. Product: [CH:1]([NH:4][C:5]1[C:10]2[C:11]([C:33]3[CH:38]=[CH:37][N:36]=[CH:35][N:34]=3)=[N:12][NH:13][C:9]=2[CH:8]=[CH:7][N:6]=1)([CH3:3])[CH3:2]. The catalyst class is: 19. (5) Reactant: [Br:1][C:2]1[CH:7]=[CH:6][C:5](/[C:8](=[N:22]\[O:23][CH2:24][CH3:25])/[CH:9]2[CH2:14][CH2:13][N:12]([C:15]3([CH3:21])[CH2:20][CH2:19][NH:18][CH2:17][CH2:16]3)[CH2:11][CH2:10]2)=[CH:4][CH:3]=1.[CH2:26]([N:28]1[C:36]2[CH:35]=[CH:34][CH:33]=[C:32]([C:37](O)=[O:38])[C:31]=2[CH:30]=[CH:29]1)[CH3:27].CCN(CC)CC.CN(C(ON1N=NC2C=CC=NC1=2)=[N+](C)C)C.F[P-](F)(F)(F)(F)F. Product: [Br:1][C:2]1[CH:7]=[CH:6][C:5](/[C:8](=[N:22]\[O:23][CH2:24][CH3:25])/[CH:9]2[CH2:10][CH2:11][N:12]([C:15]3([CH3:21])[CH2:20][CH2:19][N:18]([C:37]([C:32]4[CH:33]=[CH:34][CH:35]=[C:36]5[C:31]=4[CH:30]=[CH:29][N:28]5[CH2:26][CH3:27])=[O:38])[CH2:17][CH2:16]3)[CH2:13][CH2:14]2)=[CH:4][CH:3]=1. The catalyst class is: 3. (6) Product: [CH3:7][O:8][C:9]1[N:10]=[CH:11][C:12]([CH2:13][OH:14])=[CH:17][CH:18]=1. Reactant: [H-].[Al+3].[Li+].[H-].[H-].[H-].[CH3:7][O:8][C:9]1[CH:18]=[CH:17][C:12]([C:13](OC)=[O:14])=[CH:11][N:10]=1. The catalyst class is: 1. (7) The catalyst class is: 5. Product: [N:1]1[CH:6]=[CH:5][C:4]([C:7]2[O:8][CH:21]=[N:20][CH:19]=2)=[CH:3][CH:2]=1. Reactant: [N:1]1[CH:6]=[CH:5][C:4]([CH:7]=[O:8])=[CH:3][CH:2]=1.S([CH2:19][N+:20]#[C-:21])(C1C=CC(C)=CC=1)(=O)=O.C(=O)([O-])[O-].[K+].[K+]. (8) Reactant: C([N:3]([CH2:6][CH3:7])[CH2:4][CH3:5])C.[C:8]1([N:14]2[CH2:19][CH2:18][NH:17][CH2:16][CH2:15]2)[CH:13]=[CH:12][CH:11]=[CH:10][CH:9]=1.[ClH:20].[CH3:21][CH2:22][O:23][CH2:24]C.CN(C=[O:30])C. Product: [ClH:20].[ClH:20].[C:8]1([N:14]2[CH2:19][CH2:18][N:17]([C:24]([O:23][CH2:22][C:21]3[CH:5]=[CH:4][N:3]=[CH:6][CH:7]=3)=[O:30])[CH2:16][CH2:15]2)[CH:13]=[CH:12][CH:11]=[CH:10][CH:9]=1. The catalyst class is: 142. (9) Product: [CH2:48]([O:47][P:45]([O:51][CH2:52][C:53]1[C:61]([O:62][CH3:63])=[CH:60][CH:59]=[CH:58][C:54]=1[C:55]([O:38][C@:9]([C:3]1[CH:4]=[CH:5][C:6]([F:8])=[CH:7][C:2]=1[F:1])([CH2:32][N:33]1[CH:37]=[N:36][CH:35]=[N:34]1)[C@H:10]([S:12][C@@H:13]1[CH2:18][O:17][C@@H:16](/[CH:19]=[CH:20]/[CH:21]=[CH:22]/[C:23]2[CH:30]=[CH:29][C:26]([C:27]#[N:28])=[CH:25][C:24]=2[F:31])[O:15][CH2:14]1)[CH3:11])=[O:56])([O:44][CH2:41][CH:42]=[CH2:43])=[O:46])[CH:49]=[CH2:50]. The catalyst class is: 7. Reactant: [F:1][C:2]1[CH:7]=[C:6]([F:8])[CH:5]=[CH:4][C:3]=1[C@@:9]([OH:38])([CH2:32][N:33]1[CH:37]=[N:36][CH:35]=[N:34]1)[C@H:10]([S:12][C@@H:13]1[CH2:18][O:17][C@@H:16](/[CH:19]=[CH:20]/[CH:21]=[CH:22]/[C:23]2[CH:30]=[CH:29][C:26]([C:27]#[N:28])=[CH:25][C:24]=2[F:31])[O:15][CH2:14]1)[CH3:11].[H-].[Na+].[CH2:41]([O:44][P:45]([O:51][CH2:52][C:53]1[C:61]([O:62][CH3:63])=[CH:60][CH:59]=[CH:58][C:54]=1[C:55](Cl)=[O:56])([O:47][CH2:48][CH:49]=[CH2:50])=[O:46])[CH:42]=[CH2:43]. (10) The catalyst class is: 1. Product: [CH3:18][O:17][C:12]1[CH:13]=[CH:14][CH:15]=[CH:16][C:11]=1[N:8]1[CH2:9][CH2:10][N:5]([CH2:3][C@H:2]([NH2:1])[CH2:19][C:20]2[CH:21]=[N:22][CH:23]=[CH:24][CH:25]=2)[CH2:6][CH2:7]1. Reactant: [NH2:1][C@H:2]([CH2:19][C:20]1[CH:21]=[N:22][CH:23]=[CH:24][CH:25]=1)[C:3]([N:5]1[CH2:10][CH2:9][N:8]([C:11]2[CH:16]=[CH:15][CH:14]=[CH:13][C:12]=2[O:17][CH3:18])[CH2:7][CH2:6]1)=O.B.C1COCC1.Cl.